Task: Regression. Given a target protein amino acid sequence and a drug SMILES string, predict the binding affinity score between them. We predict pKi (pKi = -log10(Ki in M); higher means stronger inhibition). Dataset: bindingdb_ki.. Dataset: Drug-target binding data from BindingDB using Ki measurements (1) The drug is CS(=O)(=O)NCCN1CCC(CNC(=O)c2cccc3nc[nH]c23)CC1. The target protein (Q62758) has sequence MDRLDANVSSNEGFGSVEKVVLLTFFAMVILMAILGNLLVMVAVCRDRQLRKIKTNYFIVSLAFADLLVSVLVNAFGAIELVQDIWFYGEMFCLVRTSLDVLLTTASIFHLCCISLDRYYAICCQPLVYRNKMTPLRIALMLGGCWVIPMFISFLPIMQGWNNIGIVDVIEKRKFNHNSNSTFCVFMVNKPYAITCSVVAFYIPFLLMVLAYYRIYVTAKEHAQQIQMLQRAGATSESRPQTADQHSTHRMRTETKAAKTLCVIMGCFCFCWAPFFVTNIVDPFIDYTVPEKVWTAFLWLGYINSGLNPFLYAFLNKSFRRAFLIILCCDDERYKRPPILGQTVPCSTTTINGSTHVLRDTVECGGQWESRCHLTATSPLVAAQPVIRRPQDNDLEDSCSLKRSQS. The pKi is 7.9. (2) The small molecule is NS(=O)(=O)c1ccc(C2=NCCc3cc(O)ccc32)cc1. The target protein (P43166) has sequence MTGHHGWGYGQDDGPSHWHKLYPIAQGDRQSPINIISSQAVYSPSLQPLELSYEACMSLSITNNGHSVQVDFNDSDDRTVVTGGPLEGPYRLKQFHFHWGKKHDVGSEHTVDGKSFPSELHLVHWNAKKYSTFGEAASAPDGLAVVGVFLETGDEHPSMNRLTDALYMVRFKGTKAQFSCFNPKCLLPASRHYWTYPGSLTTPPLSESVTWIVLREPICISERQMGKFRSLLFTSEDDERIHMVNNFRPPQPLKGRVVKASFRA. The pKi is 7.3. (3) The pKi is 7.7. The compound is CCN[C@@H]1C[C@@H](C)S(=O)(=O)c2sc(S(N)(=O)=O)cc21. The target protein (Q9D6N1) has sequence MARLSWGYGEHNGPIHWNELFPIADGDQQSPIEIKTKEVKYDSSLRPLSIKYDPASAKIISNSGHSFNVDFDDTEDKSVLRGGPLTGNYRLRQFHLHWGSADDHGSEHVVDGVRYAAELHVVHWNSDKYPSFVEAAHESDGLAVLGVFLQIGEHNPQLQKITDILDSIKEKGKQTRFTNFDPLCLLPSSWDYWTYPGSLTVPPLLESVTWIVLKQPISISSQQLARFRSLLCTAEGESAAFLLSNHRPPQPLKGRRVRASFY. (4) The target protein (P49684) has sequence MALSLESTTSFHMLTVSGSTVTELPGDSNVSLNSSWSGPTDPSSLKDLVATGVIGAVLSAMGVVGMVGNVYTLVVMCRFLRASASMYVYVVNLALADLLYLLSIPFIIATYVTKDWHFGDVGCRVLFSLDFLTMHASIFTLTIMSSERYAAVLRPLDTVQRSKGYRKLLVLGTWLLALLLTLPMMLAIQLVRRGSKSLCLPAWGPRAHRTYLTLLFGTSIVGPGLVIGLLYVRLARAYWLSQQASFKQTRRLPNPRVLYLILGIVLLFWACFLPFWLWQLLAQYHEAMPLTPETARIVNYLTTCLTYGNSCINPFLYTLLTKNYREYLRGRQRSLGSSCHSPGSPGSFLPSRVHLQQDSGRSLSSSSQQATETLMLSPVPRNGALL. The pKi is 8.2. The drug is CCN1CCN(c2cccc3c2[C@H]2CCC[C@H](c4ccc(OC)c(OC)c4)N2C3=O)CC1. (5) The compound is NCC(O)c1ccc(O)c(O)c1. The target is MLLARMKPQVQPELGGADQ. The pKi is 7.2. (6) The small molecule is CCc1nc(N)nc(N)c1-c1ccc(Cl)cc1. The target protein (Q8K0H1) has sequence MERTEESAPGPGGADAASERRGLRCLLLPGFLEELRALLVLAGPAFLAQLMMFLISFISSVFCGHLGKLELDAVTLAIAVINVTGISVGHGLSSACDTLISQTYGSQNLKHVGVILQRGTLILLLCCFPCWALFINTEQILLLFRQDPDVSRLTQTYVMIFIPALPAAFLYTLQVKYLLNQGIVLPQIMTGIAANLVNALANYVFLYHLHLGVMGSALANTISQFALAIFLFLYILWRRLHQATWGGWSWECLQDWASFLRLAIPSMLMLCIEWWAYEVGSFLSGILGMVELGAQSITYELAIIVYMIPSGFSVAANVRVGNALGAGNIDQAKKSSAISLIVTELFAVTFCVLLLGCKDLVGYIFTTDRDIVALVAQVIPIYAVSHLFEGLACTCGGILRGTGNQKVGAIVNAIGYYVIGLPIGIALMFAAKLGVIGLWSGIIICTTCQTTCFLAFIARLNWKRACQQAQVHANLKVNVALNSAVSHEPAHPVCPESHGE.... The pKi is 6.8. (7) The small molecule is CC(C)[C@]1(C(=O)NCc2cc(C(F)(F)F)cc(C(F)(F)F)c2)CC[C@@H](NC2CCc3c(N)cccc32)C1. The target protein (P13500) has sequence MKVSAALLCLLLIAATFIPQGLAQPDAINAPVTCCYNFTNRKISVQRLASYRRITSSKCPKEAVIFKTIVAKEICADPKQKWVQDSMDHLDKQTQTPKT. The pKi is 7.4. (8) The small molecule is COc1ccc2c(c1[N+](=O)[O-])CC[C@@H]1[C@@H]2CC[C@]2(C)C(=O)CC[C@@H]12. The target protein (P19217) has sequence MSSSKPSFSDYFGKLGGIPMYKKFIEQFHNVEEFEARPDDLVIVTYPKSGTTWLSEIICMIYNNGDVEKCKEDVIFNRVPYLECSTEHVMKGVKQLNEMASPRIVKSHLPVKLLPVSFWEKNCKIIYLSRNAKDVVVSYYFLILMVTAIPDPDSFQDFVEKFMDGEVPYGSWFEHTKSWWEKSKNPQVLFLFYEDMKENIRKEVMKLLEFLGRKASDELVDKIIKHTSFQEMKNNPSTNYTTLPDEVMNQKVSPFMRKGDVGDWKNHFTVALNEKFDMHYEQQMKGSTLKFRTKI. The pKi is 5.4.